This data is from Full USPTO retrosynthesis dataset with 1.9M reactions from patents (1976-2016). The task is: Predict the reactants needed to synthesize the given product. (1) Given the product [ClH:20].[C:1]([C:5]1[CH:6]=[C:7]([C:21]2[CH:22]=[C:23]([CH2:27][N:28]3[CH:32]=[CH:31][N:30]=[C:29]3[CH3:33])[N:24]=[N:25][CH:26]=2)[CH:8]=[CH:9][CH:10]=1)([CH3:2])([CH3:3])[CH3:4], predict the reactants needed to synthesize it. The reactants are: [C:1]([C:5]1[CH:6]=[C:7](B2OC(C)(C)C(C)(C)O2)[CH:8]=[CH:9][CH:10]=1)([CH3:4])([CH3:3])[CH3:2].[Cl:20][C:21]1[CH:22]=[C:23]([CH2:27][N:28]2[CH:32]=[CH:31][N:30]=[C:29]2[CH3:33])[N:24]=[N:25][CH:26]=1. (2) Given the product [NH2:16][CH:13]1[CH2:14][CH2:15][N:10]([C:7]2[CH:6]=[CH:5][C:4]([C:2]#[N:3])=[CH:9][N:8]=2)[CH2:11][CH2:12]1, predict the reactants needed to synthesize it. The reactants are: Cl.[C:2]([C:4]1[CH:5]=[CH:6][C:7]([N:10]2[CH2:15][CH2:14][CH:13]([NH:16]C(=O)C)[CH2:12][CH2:11]2)=[N:8][CH:9]=1)#[N:3].[OH-].[Na+]. (3) Given the product [Br:1][C:2]1[CH:7]=[C:6]([CH3:8])[N:5]=[C:4]([CH2:9][CH2:10][CH2:11][CH2:12][O:13][CH3:14])[CH:3]=1, predict the reactants needed to synthesize it. The reactants are: [Br:1][C:2]1[CH:7]=[C:6]([CH3:8])[N:5]=[C:4]([C:9]#[C:10][CH2:11][CH2:12][O:13][CH3:14])[CH:3]=1.C(N(CC)CC)C. (4) Given the product [Cl:36][C:37]1[CH:38]=[N:39][CH:40]=[C:41]([Cl:44])[C:42]=1[NH:43][C:23]([C:21]1[C:20]2[C:19]3[C:14](=[CH:15][CH:16]=[CH:17][CH:18]=3)[N:13]([CH2:26][C:27]3[CH:28]=[CH:29][CH:30]=[CH:31][CH:32]=3)[C:12]=2[C:11]([O:33][CH2:34][CH3:35])=[CH:10][CH:22]=1)=[O:24], predict the reactants needed to synthesize it. The reactants are: [N+](C1C=CC([C:10]2[CH:22]=[C:21]([C:23]([O-])=[O:24])[C:20]3[C:19]4[C:14](=[CH:15][CH:16]=[CH:17][CH:18]=4)[N:13]([CH2:26][C:27]4[CH:32]=[CH:31][CH:30]=[CH:29][CH:28]=4)[C:12]=3[C:11]=2[O:33][CH2:34][CH3:35])=CC=1)([O-])=O.[Cl:36][C:37]1[CH:38]=[N:39][CH:40]=[C:41]([Cl:44])[C:42]=1[NH2:43].[H-].[Na+].Cl. (5) Given the product [OH:10][CH:8]1[CH2:9][CH:5]([C:3](=[O:4])[NH:21][C:22]2[CH:23]=[CH:24][C:25]([N:28]3[CH2:33][CH2:32][O:31][CH2:30][C:29]3=[O:34])=[CH:26][CH:27]=2)[CH2:6][CH:7]1[CH2:11][NH:12][C:13]([C:15]1[S:16][C:17]([Cl:20])=[CH:18][CH:19]=1)=[O:14], predict the reactants needed to synthesize it. The reactants are: CO[C:3]([CH:5]1[CH2:9][CH:8]([OH:10])[CH:7]([CH2:11][NH:12][C:13]([C:15]2[S:16][C:17]([Cl:20])=[CH:18][CH:19]=2)=[O:14])[CH2:6]1)=[O:4].[NH2:21][C:22]1[CH:27]=[CH:26][C:25]([N:28]2[CH2:33][CH2:32][O:31][CH2:30][C:29]2=[O:34])=[CH:24][CH:23]=1. (6) Given the product [CH2:27]([NH:31][CH2:2][C:3]([NH:5][C:6]1[CH:19]=[CH:18][C:17]2[C:16](=[O:20])[C:15]3[C:10](=[CH:11][C:12]([NH:21][C:22](=[O:25])[CH2:23][NH:32][CH2:37][CH:36]([CH3:38])[CH3:35])=[CH:13][CH:14]=3)[C:9](=[O:26])[C:8]=2[CH:7]=1)=[O:4])[CH:28]([CH3:30])[CH3:29], predict the reactants needed to synthesize it. The reactants are: Cl[CH2:2][C:3]([NH:5][C:6]1[CH:19]=[CH:18][C:17]2[C:16](=[O:20])[C:15]3[C:10](=[CH:11][C:12]([NH:21][C:22](=[O:25])[CH2:23]Cl)=[CH:13][CH:14]=3)[C:9](=[O:26])[C:8]=2[CH:7]=1)=[O:4].[CH2:27]([NH2:31])[CH:28]([CH3:30])[CH3:29].[N:32]1[CH:37]=[CH:36][CH:35]=CC=1.[CH3:38]N(C)C=O.